Dataset: Reaction yield outcomes from USPTO patents with 853,638 reactions. Task: Predict the reaction yield, written as a fraction of the theoretical maximum amount of product (1.0 means a 100% yield; for example, 0.34 means a 34% yield). (1) The product is [O:26]1[CH2:27][CH2:28][CH2:29][CH2:30][CH:25]1[O:24][CH2:23][CH2:22][N:2]1[CH:3]=[C:4]([B:6]2[O:7][C:8]([CH3:9])([CH3:10])[C:11]([CH3:13])([CH3:12])[O:14]2)[CH:5]=[N:1]1. The yield is 0.650. The catalyst is CN(C=O)C. The reactants are [NH:1]1[CH:5]=[C:4]([B:6]2[O:14][C:11]([CH3:13])([CH3:12])[C:8]([CH3:10])([CH3:9])[O:7]2)[CH:3]=[N:2]1.C(=O)([O-])[O-].[Cs+].[Cs+].Br[CH2:22][CH2:23][O:24][CH:25]1[CH2:30][CH2:29][CH2:28][CH2:27][O:26]1. (2) The reactants are [CH2:1]([N:8]([CH2:10][C:11]1[C:19]2[C:18](=[O:20])[N:17]([C:21]3[CH:26]=[CH:25][C:24]([O:27][CH3:28])=[CH:23][CH:22]=3)[C:16](=[O:29])[N:15]([CH2:30][C:31]3[C:36]([F:37])=[CH:35][CH:34]=[CH:33][C:32]=3[F:38])[C:14]=2[S:13][C:12]=1[C:39]1[CH:44]=[CH:43][C:42]([NH:45][C:46]([NH:48][O:49][CH3:50])=[O:47])=[CH:41][CH:40]=1)C)C1C=CC=CC=1.[ClH:51]. The catalyst is C(O)C.[C].[Pd]. The product is [ClH:51].[CH3:1][NH:8][CH2:10][C:11]1[C:19]2[C:18](=[O:20])[N:17]([C:21]3[CH:22]=[CH:23][C:24]([O:27][CH3:28])=[CH:25][CH:26]=3)[C:16](=[O:29])[N:15]([CH2:30][C:31]3[C:32]([F:38])=[CH:33][CH:34]=[CH:35][C:36]=3[F:37])[C:14]=2[S:13][C:12]=1[C:39]1[CH:40]=[CH:41][C:42]([NH:45][C:46]([NH:48][O:49][CH3:50])=[O:47])=[CH:43][CH:44]=1. The yield is 0.960. (3) The reactants are [Cl:1][C:2]1[CH:7]=[CH:6][N:5]=[C:4]2[N:8](S(C3C=CC=CC=3)(=O)=O)[CH:9]=[C:10]([C:11](=O)/[CH:12]=[CH:13]/N(C)C)[C:3]=12.Cl.[NH2:28][C:29]([NH2:31])=[NH:30].C(=O)([O-])[O-].[K+].[K+]. The catalyst is COCCO. The product is [Cl:1][C:2]1[CH:7]=[CH:6][N:5]=[C:4]2[NH:8][CH:9]=[C:10]([C:11]3[CH:12]=[CH:13][N:28]=[C:29]([NH2:31])[N:30]=3)[C:3]=12. The yield is 0.460.